From a dataset of Reaction yield outcomes from USPTO patents with 853,638 reactions. Predict the reaction yield, written as a fraction of the theoretical maximum amount of product (1.0 means a 100% yield; for example, 0.34 means a 34% yield). (1) The reactants are [F:1][C:2]1[CH:3]=[N:4][C:5]([N:8]2[C:16]3[CH2:15][C@H:14]([CH3:17])[N:13](C(OC(C)(C)C)=O)[CH2:12][C:11]=3[N:10]=[N:9]2)=[N:6][CH:7]=1.[ClH:25].O1CCOCC1. The catalyst is C(Cl)Cl. The product is [ClH:25].[F:1][C:2]1[CH:3]=[N:4][C:5]([N:8]2[C:16]3[CH2:15][C@H:14]([CH3:17])[NH:13][CH2:12][C:11]=3[N:10]=[N:9]2)=[N:6][CH:7]=1. The yield is 1.00. (2) The reactants are C([O:3][C:4](=[O:19])[CH2:5][CH2:6][CH2:7][O:8][CH2:9][CH2:10][O:11][CH2:12][CH2:13][O:14][CH2:15][CH2:16][O:17][CH3:18])C.Cl. The catalyst is [OH-].[Na+].[Na+].[Cl-]. The product is [CH3:18][O:17][CH2:16][CH2:15][O:14][CH2:13][CH2:12][O:11][CH2:10][CH2:9][O:8][CH2:7][CH2:6][CH2:5][C:4]([OH:19])=[O:3]. The yield is 0.940.